From a dataset of Full USPTO retrosynthesis dataset with 1.9M reactions from patents (1976-2016). Predict the reactants needed to synthesize the given product. (1) Given the product [CH3:1][O:2][N:3]([C:32]([C:39]1[CH:40]=[CH:41][CH:42]=[CH:43][CH:44]=1)([C:45]1[CH:46]=[CH:47][CH:48]=[CH:49][CH:50]=1)[C:33]1[CH:34]=[CH:35][CH:36]=[CH:37][CH:38]=1)[C:4]1[NH:5][C:6](=[O:31])[C:7]2[N:8]=[CH:9][N:10]([C@@H:13]3[O:18][C@H:17]([CH2:19][O:20][Si:21]([C:24]([CH3:27])([CH3:25])[CH3:26])([CH3:22])[CH3:23])[C@@H:15]([O:16][CH:63]4[CH2:64][CH2:65][CH2:66][CH2:67][O:62]4)[C@@:14]3([C:29]#[CH:30])[F:28])[C:11]=2[N:12]=1, predict the reactants needed to synthesize it. The reactants are: [CH3:1][O:2][N:3]([C:32]([C:45]1[CH:50]=[CH:49][CH:48]=[CH:47][CH:46]=1)([C:39]1[CH:44]=[CH:43][CH:42]=[CH:41][CH:40]=1)[C:33]1[CH:38]=[CH:37][CH:36]=[CH:35][CH:34]=1)[C:4]1[NH:5][C:6](=[O:31])[C:7]2[N:8]=[CH:9][N:10]([C@@H:13]3[O:18][C@H:17]([CH2:19][O:20][Si:21]([C:24]([CH3:27])([CH3:26])[CH3:25])([CH3:23])[CH3:22])[C@@H:15]([OH:16])[C@@:14]3([C:29]#[CH:30])[F:28])[C:11]=2[N:12]=1.C1(C)C=CC(S(O)(=O)=O)=CC=1.[O:62]1[CH:67]=[CH:66][CH2:65][CH2:64][CH2:63]1. (2) Given the product [Cl:28][C:27]1[C:15]([NH:14][C:2]2[N:7]=[C:6]([NH:8][CH3:9])[C:5]([C:10]([F:13])([F:12])[F:11])=[CH:4][N:3]=2)=[CH:16][C:17]2[O:23][CH2:22][CH2:21][N:20]([CH3:24])[C:19](=[O:25])[C:18]=2[CH:26]=1, predict the reactants needed to synthesize it. The reactants are: Cl[C:2]1[N:7]=[C:6]([NH:8][CH3:9])[C:5]([C:10]([F:13])([F:12])[F:11])=[CH:4][N:3]=1.[NH2:14][C:15]1[C:27]([Cl:28])=[CH:26][C:18]2[C:19](=[O:25])[N:20]([CH3:24])[CH2:21][CH2:22][O:23][C:17]=2[CH:16]=1.C1(C)C=CC(S(O)(=O)=O)=CC=1. (3) The reactants are: [CH2:1]([N:5]1[C:13]2[N:12]=[C:11]([Cl:14])[NH:10][C:9]=2[C:8](=[O:15])[N:7]([CH2:16][CH2:17][CH2:18][C:19]([O:21]CC)=O)[C:6]1=[O:24])[CH2:2][CH2:3][CH3:4].Cl.O[NH:27]/[C:28](=[N:37]\[H])/[CH2:29][O:30][C:31]1[CH:36]=[CH:35][CH:34]=[CH:33][CH:32]=1.[O-]CC.[Na+]. Given the product [CH2:1]([N:5]1[C:13]2[N:12]=[C:11]([Cl:14])[NH:10][C:9]=2[C:8](=[O:15])[N:7]([CH2:16][CH2:17][CH2:18][C:19]2[O:21][N:37]=[C:28]([CH2:29][O:30][C:31]3[CH:36]=[CH:35][CH:34]=[CH:33][CH:32]=3)[N:27]=2)[C:6]1=[O:24])[CH2:2][CH2:3][CH3:4], predict the reactants needed to synthesize it. (4) Given the product [C:16]([NH:1][C:2]1[C:11]2[C:6](=[CH:7][CH:8]=[CH:9][CH:10]=2)[C:5]([S:12]([OH:15])(=[O:13])=[O:14])=[CH:4][CH:3]=1)(=[O:23])[C:17]1[CH:22]=[CH:21][CH:20]=[CH:19][CH:18]=1, predict the reactants needed to synthesize it. The reactants are: [NH2:1][C:2]1[C:11]2[C:6](=[CH:7][CH:8]=[CH:9][CH:10]=2)[C:5]([S:12]([OH:15])(=[O:14])=[O:13])=[CH:4][CH:3]=1.[C:16](Cl)(=[O:23])[C:17]1[CH:22]=[CH:21][CH:20]=[CH:19][CH:18]=1. (5) The reactants are: [CH2:1]([O:3][C:4]([C:6]1[C:7]([O:25]S(C(F)(F)F)(=O)=O)=[N:8][C:9]2[C:14]([C:15]=1[CH2:16][C:17]1[CH:22]=[CH:21][CH:20]=[CH:19][C:18]=1[Cl:23])=[CH:13][C:12]([Cl:24])=[CH:11][CH:10]=2)=[O:5])[CH3:2].[CH3:33][CH:34](O)[CH3:35]. Given the product [CH2:1]([O:3][C:4]([C:6]1[C:7]([O:25][CH:34]([CH3:35])[CH3:33])=[N:8][C:9]2[C:14]([C:15]=1[CH2:16][C:17]1[CH:22]=[CH:21][CH:20]=[CH:19][C:18]=1[Cl:23])=[CH:13][C:12]([Cl:24])=[CH:11][CH:10]=2)=[O:5])[CH3:2], predict the reactants needed to synthesize it. (6) Given the product [N:7]1([C@H:12]([CH3:16])[CH2:13][NH2:15])[CH2:11][CH2:10][CH2:9][CH2:8]1, predict the reactants needed to synthesize it. The reactants are: [H-].[Al+3].[Li+].[H-].[H-].[H-].[N:7]1([C@H:12]([CH3:16])[C:13]([NH2:15])=O)[CH2:11][CH2:10][CH2:9][CH2:8]1.CO.ClCCl. (7) Given the product [NH2:44][C:20]1[N:21]=[CH:22][C:17]2[CH:16]=[C:15]([C:3]3[CH:4]=[CH:5][C:6]([C:8]4[CH:13]=[N:12][CH:11]=[C:10]([CH3:14])[N:9]=4)=[CH:7][C:2]=3[Cl:1])[C:27](=[O:28])[N:26]([CH2:29][CH:30]3[O:35][CH2:34][CH:33]([NH:36][C:37](=[O:43])[O:38][C:39]([CH3:42])([CH3:41])[CH3:40])[CH2:32][O:31]3)[C:18]=2[N:19]=1, predict the reactants needed to synthesize it. The reactants are: [Cl:1][C:2]1[CH:7]=[C:6]([C:8]2[CH:13]=[N:12][CH:11]=[C:10]([CH3:14])[N:9]=2)[CH:5]=[CH:4][C:3]=1[C:15]1[C:27](=[O:28])[N:26]([CH2:29][CH:30]2[O:35][CH2:34][CH:33]([NH:36][C:37](=[O:43])[O:38][C:39]([CH3:42])([CH3:41])[CH3:40])[CH2:32][O:31]2)[C:18]2[N:19]=[C:20](S(C)=O)[N:21]=[CH:22][C:17]=2[CH:16]=1.[NH3:44].CO.